This data is from Reaction yield outcomes from USPTO patents with 853,638 reactions. The task is: Predict the reaction yield, written as a fraction of the theoretical maximum amount of product (1.0 means a 100% yield; for example, 0.34 means a 34% yield). (1) The yield is 0.980. The catalyst is O1CCCC1.O.C(OCC)(=O)C. The product is [OH:13][CH2:12][C:9]1[CH:10]=[N:11][C:5]2[N:4]3[CH2:16][CH2:17][S:18][CH2:19][CH:3]3[C:2](=[O:1])[NH:7][C:6]=2[CH:8]=1. The reactants are [O:1]=[C:2]1[NH:7][C:6]2[CH:8]=[C:9]([C:12](OC)=[O:13])[CH:10]=[N:11][C:5]=2[N:4]2[CH2:16][CH2:17][S:18][CH2:19][CH:3]12.[H-].[Na+].[H-].[Al+3].[Li+].[H-].[H-].[H-].CO. (2) The reactants are Cl[C:2](Cl)([O:4]C(=O)OC(Cl)(Cl)Cl)Cl.[F:13][C:14]([F:22])([F:21])[CH:15]([OH:20])[C:16]([F:19])([F:18])[F:17].C(N(CC)C(C)C)(C)C.[Cl:32][C:33]1[CH:34]=[C:35]([N:47]2[CH2:52][CH2:51][O:50][CH2:49][CH2:48]2)[CH:36]=[CH:37][C:38]=1[CH2:39][N:40]1[CH2:45][CH2:44][NH:43][C@@H:42]([CH3:46])[CH2:41]1. The catalyst is O.ClCCl. The product is [Cl:32][C:33]1[CH:34]=[C:35]([N:47]2[CH2:52][CH2:51][O:50][CH2:49][CH2:48]2)[CH:36]=[CH:37][C:38]=1[CH2:39][N:40]1[CH2:45][CH2:44][N:43]([C:2]([O:20][CH:15]([C:16]([F:19])([F:18])[F:17])[C:14]([F:22])([F:21])[F:13])=[O:4])[C@@H:42]([CH3:46])[CH2:41]1. The yield is 0.150. (3) The reactants are [C:1]([O:9][C@H:10]1[C@@H:15]([O:16][C:17](=[O:24])[C:18]2[CH:23]=[CH:22][CH:21]=[CH:20][CH:19]=2)[C@H:14]([O:25][C:26](=[O:33])[C:27]2[CH:32]=[CH:31][CH:30]=[CH:29][CH:28]=2)[C@@H:13]([CH2:34][O:35][C:36](=[O:43])[C:37]2[CH:42]=[CH:41][CH:40]=[CH:39][CH:38]=2)[O:12][C@@H:11]1[O:44][C@H:45]1[C@@H:51]([O:52][C:53](=[O:60])[C:54]2[CH:59]=[CH:58][CH:57]=[CH:56][CH:55]=2)[C@H:50]([O:61][C:62](=[O:69])[C:63]2[CH:68]=[CH:67][CH:66]=[CH:65][CH:64]=2)[C@@H:49]([CH2:70][O:71][C:72](=[O:79])[C:73]2[CH:78]=[CH:77][CH:76]=[CH:75][CH:74]=2)[O:48][CH:46]1[OH:47])(=[O:8])[C:2]1[CH:7]=[CH:6][CH:5]=[CH:4][CH:3]=1.[Cl:80][C:81]([Cl:85])([Cl:84])[C:82]#[N:83].CCCCCC.CCOC(C)=O. The catalyst is C(Cl)Cl.C1CCN2C(=NCCC2)CC1. The product is [Cl:80][C:81]([Cl:85])([Cl:84])[C:82](=[NH:83])[O:47][CH:46]1[O:48][C@H:49]([CH2:70][O:71][C:72](=[O:79])[C:73]2[CH:74]=[CH:75][CH:76]=[CH:77][CH:78]=2)[C@@H:50]([O:61][C:62](=[O:69])[C:63]2[CH:64]=[CH:65][CH:66]=[CH:67][CH:68]=2)[C@H:51]([O:52][C:53](=[O:60])[C:54]2[CH:55]=[CH:56][CH:57]=[CH:58][CH:59]=2)[C@@H:45]1[O:44][C@H:11]1[O:12][C@H:13]([CH2:34][O:35][C:36](=[O:43])[C:37]2[CH:42]=[CH:41][CH:40]=[CH:39][CH:38]=2)[C@@H:14]([O:25][C:26](=[O:33])[C:27]2[CH:28]=[CH:29][CH:30]=[CH:31][CH:32]=2)[C@H:15]([O:16][C:17](=[O:24])[C:18]2[CH:23]=[CH:22][CH:21]=[CH:20][CH:19]=2)[C@@H:10]1[O:9][C:1](=[O:8])[C:2]1[CH:3]=[CH:4][CH:5]=[CH:6][CH:7]=1. The yield is 0.770. (4) The reactants are [CH3:1][Si:2]([CH3:35])([CH3:34])[CH2:3][CH2:4][O:5][CH2:6][N:7]1[C:11]2[N:12]=[CH:13][N:14]=[C:15]([C:16]3[CH:17]=[N:18][N:19]([CH:21]([CH2:28][C:29](OCC)=[O:30])[CH2:22][C:23](OCC)=[O:24])[CH:20]=3)[C:10]=2[CH:9]=[CH:8]1.[AlH4-].[Li+]. The catalyst is C1COCC1. The product is [CH3:35][Si:2]([CH3:1])([CH3:34])[CH2:3][CH2:4][O:5][CH2:6][N:7]1[C:11]2[N:12]=[CH:13][N:14]=[C:15]([C:16]3[CH:17]=[N:18][N:19]([CH:21]([CH2:22][CH2:23][OH:24])[CH2:28][CH2:29][OH:30])[CH:20]=3)[C:10]=2[CH:9]=[CH:8]1. The yield is 0.760. (5) The reactants are [CH3:1][C:2]([NH:16][C:17]([C:19]1[CH:24]=[CH:23][CH:22]=[CH:21][C:20]=1[O:25]C(=O)C)=O)=[C:3]([C:5](=[O:15])[NH:6][CH2:7][CH2:8][C:9]1[CH:14]=[CH:13][CH:12]=[CH:11][CH:10]=1)[CH3:4].[OH-].[K+].Cl. The catalyst is C(O)C.O. The product is [OH:25][C:20]1[CH:21]=[CH:22][CH:23]=[CH:24][C:19]=1[C:17]1[N:6]([CH2:7][CH2:8][C:9]2[CH:14]=[CH:13][CH:12]=[CH:11][CH:10]=2)[C:5](=[O:15])[C:3]([CH3:4])=[C:2]([CH3:1])[N:16]=1. The yield is 0.370. (6) The reactants are [CH2:1]([C:8]1[C:17]2[C:12](=[CH:13][CH:14]=[CH:15][CH:16]=2)[CH:11]=[N:10][CH:9]=1)[C:2]1[CH:7]=[CH:6][CH:5]=[CH:4][CH:3]=1.ClC1C=C(C=CC=1)C(OO)=[O:23]. The catalyst is ClCCl. The product is [CH2:1]([C:8]1[C:17]2[C:12](=[CH:13][CH:14]=[CH:15][CH:16]=2)[CH2:11][N:10]([OH:23])[CH:9]=1)[C:2]1[CH:3]=[CH:4][CH:5]=[CH:6][CH:7]=1. The yield is 0.969.